This data is from NCI-60 drug combinations with 297,098 pairs across 59 cell lines. The task is: Regression. Given two drug SMILES strings and cell line genomic features, predict the synergy score measuring deviation from expected non-interaction effect. Drug 1: C(=O)(N)NO. Drug 2: CC(C)CN1C=NC2=C1C3=CC=CC=C3N=C2N. Cell line: SW-620. Synergy scores: CSS=12.1, Synergy_ZIP=-4.87, Synergy_Bliss=-3.15, Synergy_Loewe=2.70, Synergy_HSA=0.540.